From a dataset of Full USPTO retrosynthesis dataset with 1.9M reactions from patents (1976-2016). Predict the reactants needed to synthesize the given product. (1) Given the product [CH3:31][O:30][C:29]1[CH:28]=[C:27]([CH3:32])[C:26]2[NH:25][C:24](=[O:33])[C:23]3[S:34][CH:35]=[CH:36][C:22]=3[C:21]=2[C:20]=1[C:2]1[CH:7]=[CH:6][C:5]([C@@H:8]([CH3:18])[CH2:9][NH:10][C:11](=[O:17])[O:12][C:13]([CH3:16])([CH3:15])[CH3:14])=[CH:4][CH:3]=1, predict the reactants needed to synthesize it. The reactants are: Br[C:2]1[CH:7]=[CH:6][C:5]([C@@H:8]([CH3:18])[CH2:9][NH:10][C:11](=[O:17])[O:12][C:13]([CH3:16])([CH3:15])[CH3:14])=[CH:4][CH:3]=1.Br[C:20]1[C:21]2[C:22]3[CH:36]=[CH:35][S:34][C:23]=3[C:24](=[O:33])[NH:25][C:26]=2[C:27]([CH3:32])=[CH:28][C:29]=1[O:30][CH3:31]. (2) Given the product [C:3]([O:7][C:8]([N:10]1[CH2:14][CH2:13][CH:12]([CH2:15][CH2:16][C:37]2[CH:27]=[CH:28][C:29]3[O:33][C:32]([F:34])([F:35])[O:31][C:30]=3[CH:36]=2)[CH2:11]1)=[O:9])([CH3:6])([CH3:5])[CH3:4], predict the reactants needed to synthesize it. The reactants are: N#N.[C:3]([O:7][C:8]([N:10]1[CH2:14][CH2:13][CH:12]([CH:15]=[CH2:16])[CH2:11]1)=[O:9])([CH3:6])([CH3:5])[CH3:4].B1C2CCCC1CCC2.Br[C:27]1[CH:37]=[CH:36][C:30]2[O:31][C:32]([F:35])([F:34])[O:33][C:29]=2[CH:28]=1.C(Cl)Cl.C(=O)([O-])[O-].[K+].[K+].[OH-].[Na+]. (3) Given the product [C:1]([N:9]1[CH2:13][C:14]2=[CH:15][O:16][CH:17]=[C:18]2[CH2:19]1)(=[O:8])[C:2]1[CH:7]=[CH:6][CH:5]=[CH:4][CH:3]=1, predict the reactants needed to synthesize it. The reactants are: [C:1]([NH2:9])(=[O:8])[C:2]1[CH:7]=[CH:6][CH:5]=[CH:4][CH:3]=1.[H-].[Na+].Cl[CH2:13][C:14]1[C:18]([CH2:19]Cl)=[CH:17][O:16][CH:15]=1.